Dataset: Full USPTO retrosynthesis dataset with 1.9M reactions from patents (1976-2016). Task: Predict the reactants needed to synthesize the given product. (1) Given the product [ClH:19].[CH2:1]([O:8][C:9]1[CH:18]=[C:17]2[C:12]([C:13]([NH:21][C:22]3[CH:23]=[N:24][N:25]([CH2:27][C:28]([NH:30][C:31]4[CH:36]=[CH:35][CH:34]=[C:33]([F:37])[CH:32]=4)=[O:29])[CH:26]=3)=[N:14][CH:15]=[N:16]2)=[CH:11][C:10]=1[F:20])[C:2]1[CH:7]=[CH:6][CH:5]=[CH:4][CH:3]=1, predict the reactants needed to synthesize it. The reactants are: [CH2:1]([O:8][C:9]1[CH:18]=[C:17]2[C:12]([C:13]([Cl:19])=[N:14][CH:15]=[N:16]2)=[CH:11][C:10]=1[F:20])[C:2]1[CH:7]=[CH:6][CH:5]=[CH:4][CH:3]=1.[NH2:21][C:22]1[CH:23]=[N:24][N:25]([CH2:27][C:28]([NH:30][C:31]2[CH:36]=[CH:35][CH:34]=[C:33]([F:37])[CH:32]=2)=[O:29])[CH:26]=1. (2) Given the product [NH2:1][CH2:4][CH2:5][O:6][CH2:7][CH2:8][O:9][CH2:10][CH2:11][P:12](=[O:19])([O:13][CH2:14][CH3:15])[O:16][CH2:17][CH3:18], predict the reactants needed to synthesize it. The reactants are: [N:1]([CH2:4][CH2:5][O:6][CH2:7][CH2:8][O:9][CH2:10][CH2:11][P:12](=[O:19])([O:16][CH2:17][CH3:18])[O:13][CH2:14][CH3:15])=[N+]=[N-].[H][H]. (3) Given the product [F:48][C:49]([F:54])([F:53])[C:50]([OH:52])=[O:51].[OH:75][C@H:67]1[C@@H:66]([OH:76])[C@H:65]([N:62]2[CH:61]=[N:60][C:59]3[C:63]2=[N:64][C:56]([NH:12][CH2:11][CH2:15][N:14]2[CH2:30][CH2:34][CH2:33][CH2:32][CH2:31]2)=[N:57][C:58]=3[NH:77][CH2:78][C:79]2[C:88]3[C:83](=[CH:84][CH:85]=[CH:86][CH:87]=3)[CH:82]=[CH:81][CH:80]=2)[CH2:69][C@@H:68]1[NH:70][C:71](=[O:74])[CH2:72][CH3:73], predict the reactants needed to synthesize it. The reactants are: C1(C(C2C=CC=CC=2)CNC2N=C(N[C@H](CO)CC3C=CC=CC=3)N=[C:15]3[C:11]=2[N:12]=C[N:14]3[C@@H:30]2[CH2:34][C@H:33](NC(=O)CC)[C@@H:32](O)[C@H:31]2O)C=CC=CC=1.[F:48][C:49]([F:54])([F:53])[C:50]([OH:52])=[O:51].Cl[C:56]1[N:64]=[C:63]2[C:59]([N:60]=[CH:61][N:62]2[C@@H:65]2[CH2:69][C@H:68]([NH:70][C:71](=[O:74])[CH2:72][CH3:73])[C@@H:67]([OH:75])[C@H:66]2[OH:76])=[C:58]([NH:77][CH2:78][C:79]2[C:88]3[C:83](=[CH:84][CH:85]=[CH:86][CH:87]=3)[CH:82]=[CH:81][CH:80]=2)[N:57]=1.N1(CCN)CCCCC1. (4) Given the product [N:14]([CH2:2][C:3]1[N:8]=[N:7][C:6]([C:9]2[S:10][CH:11]=[CH:12][N:13]=2)=[CH:5][CH:4]=1)=[N+:15]=[N-:16], predict the reactants needed to synthesize it. The reactants are: Cl[CH2:2][C:3]1[N:8]=[N:7][C:6]([C:9]2[S:10][CH:11]=[CH:12][N:13]=2)=[CH:5][CH:4]=1.[N-:14]=[N+:15]=[N-:16].[Na+].O. (5) The reactants are: [CH3:1][C:2]1([CH3:27])[NH:7][C:6]([N:8]([CH3:17])[CH2:9][CH2:10][C:11]2[CH:16]=[CH:15][CH:14]=[CH:13][CH:12]=2)=[N:5][C:4]([NH:18][CH2:19][CH2:20][CH2:21][CH2:22][CH2:23][CH2:24][CH2:25][CH3:26])=[N:3]1.CO.CC(C)=[O:32].[C:34](=[O:36])=[O:35].C(=O)=O. Given the product [C:34](=[O:32])([OH:36])[OH:35].[CH3:1][C:2]1([CH3:27])[NH:7][C:6]([N:8]([CH3:17])[CH2:9][CH2:10][C:11]2[CH:12]=[CH:13][CH:14]=[CH:15][CH:16]=2)=[N:5][C:4]([NH:18][CH2:19][CH2:20][CH2:21][CH2:22][CH2:23][CH2:24][CH2:25][CH3:26])=[N:3]1, predict the reactants needed to synthesize it. (6) Given the product [CH3:16][CH:15]([CH3:18])[CH2:17][N:1]([S:38][S:37][CH3:36])[CH2:2][CH2:3][O:4][C:5]1[CH:6]=[C:7]([CH2:13][OH:14])[N:8]=[C:9]([CH2:11][OH:12])[CH:10]=1, predict the reactants needed to synthesize it. The reactants are: [NH2:1][CH2:2][CH2:3][O:4][C:5]1[CH:10]=[C:9]([CH2:11][OH:12])[N:8]=[C:7]([CH2:13][OH:14])[CH:6]=1.[C:15](OC(NCCOC1C=C(CO)N=C(CO)C=1)=O)([CH3:18])([CH3:17])[CH3:16].[CH3:36][S:37][S:38]C(C)(C)C=O.C([BH3-])#N.[Na+].[OH-].[Na+]. (7) Given the product [C:1]([O:7][CH2:8][C@@H:9]([O:10][C:2]([CH3:4])([CH3:3])[CH3:1])[C:11]1[C:20]([CH3:21])=[CH:19][C:18]2[C:13](=[CH:14][CH:15]=[CH:16][CH:17]=2)[C:12]=1[Cl:22])(=[O:6])[C:2]([CH3:5])([CH3:4])[CH3:3], predict the reactants needed to synthesize it. The reactants are: [C:1]([O:7][CH2:8][C@H:9]([C:11]1[C:20]([CH3:21])=[CH:19][C:18]2[C:13](=[CH:14][CH:15]=[CH:16][CH:17]=2)[C:12]=1[Cl:22])[OH:10])(=[O:6])[C:2]([CH3:5])([CH3:4])[CH3:3].Cl(O)(=O)(=O)=O. (8) Given the product [Br:1][C:2]1[CH:10]=[CH:9][C:5]([C:6]([N:17]2[CH2:18][CH:15]([OH:14])[CH2:16]2)=[O:8])=[CH:4][C:3]=1[O:11][CH3:12], predict the reactants needed to synthesize it. The reactants are: [Br:1][C:2]1[CH:10]=[CH:9][C:5]([C:6]([OH:8])=O)=[CH:4][C:3]=1[O:11][CH3:12].Cl.[OH:14][CH:15]1[CH2:18][NH:17][CH2:16]1.